Dataset: Catalyst prediction with 721,799 reactions and 888 catalyst types from USPTO. Task: Predict which catalyst facilitates the given reaction. (1) Reactant: [CH2:1]([NH:8][C:9]1[C:14]([N+:15]([O-:17])=[O:16])=[C:13]([NH:18][CH2:19][C:20]2[CH:25]=[CH:24][CH:23]=[CH:22][CH:21]=2)[CH:12]=[C:11]([CH2:26][CH2:27][NH:28][CH2:29][CH2:30][O:31][CH3:32])[N:10]=1)[C:2]1[CH:7]=[CH:6][CH:5]=[CH:4][CH:3]=1.[CH3:33][C:34]([O:37][C:38](O[C:38]([O:37][C:34]([CH3:36])([CH3:35])[CH3:33])=[O:39])=[O:39])([CH3:36])[CH3:35]. Product: [C:34]([O:37][C:38](=[O:39])[N:28]([CH2:27][CH2:26][C:11]1[CH:12]=[C:13]([NH:18][CH2:19][C:20]2[CH:21]=[CH:22][CH:23]=[CH:24][CH:25]=2)[C:14]([N+:15]([O-:17])=[O:16])=[C:9]([NH:8][CH2:1][C:2]2[CH:7]=[CH:6][CH:5]=[CH:4][CH:3]=2)[N:10]=1)[CH2:29][CH2:30][O:31][CH3:32])([CH3:36])([CH3:35])[CH3:33]. The catalyst class is: 2. (2) Reactant: N1C(C)=CC(C)=CC=1C.CS([Cl:14])(=O)=O.[Cl:15][C:16]1[CH:39]=[CH:38][C:19]([CH2:20][NH:21][C:22]([C:24]2[C:25](=[O:37])[C:26]3[CH:34]=[C:33]([CH2:35]O)[S:32][C:27]=3[N:28]([CH2:30][CH3:31])[CH:29]=2)=[O:23])=[CH:18][CH:17]=1. Product: [Cl:15][C:16]1[CH:39]=[CH:38][C:19]([CH2:20][NH:21][C:22]([C:24]2[C:25](=[O:37])[C:26]3[CH:34]=[C:33]([CH2:35][Cl:14])[S:32][C:27]=3[N:28]([CH2:30][CH3:31])[CH:29]=2)=[O:23])=[CH:18][CH:17]=1. The catalyst class is: 18.